From a dataset of Peptide-MHC class I binding affinity with 185,985 pairs from IEDB/IMGT. Regression. Given a peptide amino acid sequence and an MHC pseudo amino acid sequence, predict their binding affinity value. This is MHC class I binding data. (1) The binding affinity (normalized) is 0.180. The MHC is Mamu-B17 with pseudo-sequence Mamu-B17. The peptide sequence is PENEGPQREPW. (2) The peptide sequence is KVFDGIPPP. The MHC is Mamu-B3901 with pseudo-sequence Mamu-B3901. The binding affinity (normalized) is 0.120. (3) The binding affinity (normalized) is 0.500. The MHC is HLA-A26:02 with pseudo-sequence HLA-A26:02. The peptide sequence is ATRAVMMGL.